The task is: Predict the product of the given reaction.. This data is from Forward reaction prediction with 1.9M reactions from USPTO patents (1976-2016). (1) Given the reactants [C:1]([C:3]1[N:4]=[C:5]([NH:14][C@H:15]2[CH2:19][CH2:18][N:17]([C:20]([O:22][C:23]([CH3:26])([CH3:25])[CH3:24])=[O:21])[CH2:16]2)[C:6]2[C:11]([CH:12]=1)=[CH:10][CH:9]=[CH:8][C:7]=2[F:13])#[N:2].[NH:27]([C:29]([O:31]CC)=O)N.[N:34]1CCCCN2CCCCC=12.[H-].[Na+], predict the reaction product. The product is: [F:13][C:7]1[CH:8]=[CH:9][CH:10]=[C:11]2[C:6]=1[C:5]([NH:14][C@H:15]1[CH2:19][CH2:18][N:17]([C:20]([O:22][C:23]([CH3:26])([CH3:25])[CH3:24])=[O:21])[CH2:16]1)=[N:4][C:3]([C:1]1[NH:27][C:29](=[O:31])[NH:34][N:2]=1)=[CH:12]2. (2) Given the reactants Br[C:2]1[N:7]=[C:6]([NH:8][CH2:9][CH:10]2[CH2:15][CH2:14][O:13][CH2:12][CH2:11]2)[CH:5]=[CH:4][C:3]=1[Cl:16].[F:17][C:18]1[CH:23]=[C:22](B(O)O)[C:21]([F:27])=[CH:20][N:19]=1.C(=O)([O-])[O-].[Na+].[Na+].B(O)O, predict the reaction product. The product is: [Cl:16][C:3]1[C:2]([C:22]2[C:21]([F:27])=[CH:20][N:19]=[C:18]([F:17])[CH:23]=2)=[N:7][C:6]([NH:8][CH2:9][CH:10]2[CH2:15][CH2:14][O:13][CH2:12][CH2:11]2)=[CH:5][CH:4]=1. (3) Given the reactants [CH2:1]([O:8][C@H:9]1[C@H:14]([O:15][CH2:16][C:17]2[CH:22]=[CH:21][CH:20]=[CH:19][CH:18]=2)[C@@H:13]([O:23][CH2:24][C:25]2[CH:30]=[CH:29][CH:28]=[CH:27][CH:26]=2)[C:12]([C:33]2[CH:38]=[CH:37][C:36]([CH2:39][CH3:40])=[C:35]([CH2:41][C:42]3[CH:51]=[CH:50][C:45]4[O:46][CH2:47][CH2:48][O:49][C:44]=4[CH:43]=3)[CH:34]=2)([O:31][CH3:32])[O:11][C@@H:10]1[CH:52]=[O:53])[C:2]1[CH:7]=[CH:6][CH:5]=[CH:4][CH:3]=1.[CH2:54]=[O:55].[OH-].[K+], predict the reaction product. The product is: [CH2:1]([O:8][C@H:9]1[C@H:14]([O:15][CH2:16][C:17]2[CH:22]=[CH:21][CH:20]=[CH:19][CH:18]=2)[C@@H:13]([O:23][CH2:24][C:25]2[CH:26]=[CH:27][CH:28]=[CH:29][CH:30]=2)[C:12]([C:33]2[CH:38]=[CH:37][C:36]([CH2:39][CH3:40])=[C:35]([CH2:41][C:42]3[CH:51]=[CH:50][C:45]4[O:46][CH2:47][CH2:48][O:49][C:44]=4[CH:43]=3)[CH:34]=2)([O:31][CH3:32])[O:11][C:10]1([CH2:54][OH:55])[CH2:52][OH:53])[C:2]1[CH:3]=[CH:4][CH:5]=[CH:6][CH:7]=1. (4) Given the reactants [Cl:1][C:2]1[C:3]([C:8]2[CH:9]=[C:10]3[C:14](=[CH:15][CH:16]=2)[NH:13][N:12]=[C:11]3[NH:17][C:18]2[S:19][C:20]([CH:23]=O)=[CH:21][N:22]=2)=[N:4][CH:5]=[CH:6][CH:7]=1.[CH3:25][NH2:26].[Na].[C:28](=[O:31])([O-])[OH:29].[Na+], predict the reaction product. The product is: [Cl:1][C:2]1[C:3]([C:8]2[CH:9]=[C:10]3[C:14](=[CH:15][CH:16]=2)[NH:13][N:12]=[C:11]3[NH:17][C:18]2[S:19][C:20]([CH2:23][N:26]([CH3:25])[C:28](=[O:31])[O:29][C:8]([CH3:9])([CH3:16])[CH3:3])=[CH:21][N:22]=2)=[N:4][CH:5]=[CH:6][CH:7]=1. (5) Given the reactants [F:1][C:2]1[CH:7]=[CH:6][C:5]([C@@H:8]([NH:10][C:11]([C:13]2[N:18]=[CH:17][N:16]=[C:15](C(O)=O)[CH:14]=2)=[O:12])[CH3:9])=[CH:4][CH:3]=1.C1(P(N=[N+]=[N-])(C2C=CC=CC=2)=[O:29])C=CC=CC=1.C([N:41]([CH2:44]C)CC)C.[C:46]([OH:50])([CH3:49])([CH3:48])[CH3:47], predict the reaction product. The product is: [F:1][C:2]1[CH:3]=[CH:4][C:5]([C@@H:8]([NH:10][C:11]([C:13]2[N:18]=[CH:17][N:16]=[C:15]([NH:41][C:44](=[O:29])[O:50][C:46]([CH3:49])([CH3:48])[CH3:47])[CH:14]=2)=[O:12])[CH3:9])=[CH:6][CH:7]=1.